Dataset: Full USPTO retrosynthesis dataset with 1.9M reactions from patents (1976-2016). Task: Predict the reactants needed to synthesize the given product. (1) Given the product [NH2:1][C:2]1[C:7]2[C:8]([C:11]3[CH:12]=[CH:13][C:14]([NH:17][C:18](=[O:19])[NH:20][C:21]4[CH:26]=[CH:25][CH:24]=[C:23]([F:27])[CH:22]=4)=[CH:15][CH:16]=3)=[CH:9][S:10][C:6]=2[C:5]([C:28]([NH:37][CH2:36][CH2:35][CH2:34][N:33]([CH2:38][CH3:39])[CH2:31][CH3:32])=[O:29])=[CH:4][N:3]=1, predict the reactants needed to synthesize it. The reactants are: [NH2:1][C:2]1[C:7]2[C:8]([C:11]3[CH:16]=[CH:15][C:14]([NH:17][C:18]([NH:20][C:21]4[CH:26]=[CH:25][CH:24]=[C:23]([F:27])[CH:22]=4)=[O:19])=[CH:13][CH:12]=3)=[CH:9][S:10][C:6]=2[C:5]([C:28](O)=[O:29])=[CH:4][N:3]=1.[CH2:31]([N:33]([CH2:38][CH3:39])[CH2:34][CH2:35][CH2:36][NH2:37])[CH3:32].Cl.C(N=C=NCCCN(C)C)C.O.ON1C2C=CC=CC=2N=N1.CN1CCOCC1. (2) Given the product [CH2:21]([O:20][C:18]([C:2]1[CH:11]=[CH:10][C:5]([C:6]([O:8][CH3:9])=[O:7])=[CH:4][C:3]=1[CH3:12])=[CH2:19])[CH3:22], predict the reactants needed to synthesize it. The reactants are: Br[C:2]1[CH:11]=[CH:10][C:5]([C:6]([O:8][CH3:9])=[O:7])=[CH:4][C:3]=1[CH3:12].C([Sn](CCCC)(CCCC)[C:18]([O:20][CH2:21][CH3:22])=[CH2:19])CCC. (3) Given the product [CH:23]1([C:7]2([CH2:8][CH2:9][C:10]#[C:11][C:12]3[CH:13]=[C:14]([S:18]([NH2:19])(=[O:20])=[O:21])[CH:15]=[CH:16][CH:17]=3)[CH2:6][C:5](=[O:28])[CH2:4][C:3](=[O:2])[O:22]2)[CH2:24][CH2:25][CH2:26][CH2:27]1, predict the reactants needed to synthesize it. The reactants are: C[O:2][C:3](=O)[CH2:4][C:5](=[O:28])[CH2:6][C:7]([CH:23]1[CH2:27][CH2:26][CH2:25][CH2:24]1)([OH:22])[CH2:8][CH2:9][C:10]#[C:11][C:12]1[CH:17]=[CH:16][CH:15]=[C:14]([S:18](=[O:21])(=[O:20])[NH2:19])[CH:13]=1.COC(=O)CC(=O)CC(C1CCCC1)(O)CCC#CC1C=C(C)C(O)=CC=1C. (4) Given the product [CH3:1][N:2]1[C:7](=[O:8])[C:6]2=[C:9]([C:23]3[CH:24]=[CH:25][N:26]=[CH:27][CH:28]=3)[N:10]([CH2:12][C:13]3[C:22]4[C:17](=[CH:18][CH:19]=[CH:20][CH:21]=4)[CH:16]=[CH:15][CH:14]=3)[N:11]=[C:5]2[N:4]([CH2:29][C:30]2[CH:31]=[C:32]([CH:37]=[CH:38][CH:39]=2)[C:33]([OH:35])=[O:34])[C:3]1=[O:40], predict the reactants needed to synthesize it. The reactants are: [CH3:1][N:2]1[C:7](=[O:8])[C:6]2=[C:9]([C:23]3[CH:28]=[CH:27][N:26]=[CH:25][CH:24]=3)[N:10]([CH2:12][C:13]3[C:22]4[C:17](=[CH:18][CH:19]=[CH:20][CH:21]=4)[CH:16]=[CH:15][CH:14]=3)[N:11]=[C:5]2[N:4]([CH2:29][C:30]2[CH:31]=[C:32]([CH:37]=[CH:38][CH:39]=2)[C:33]([O:35]C)=[O:34])[C:3]1=[O:40].[Li+].[OH-]. (5) Given the product [CH:6]([C:9]1[NH:19][C:12]2=[CH:13][N:14]=[C:15]([O:17][CH3:18])[CH:16]=[C:11]2[C:10]=1[CH:23]=[O:24])([CH3:8])[CH3:7], predict the reactants needed to synthesize it. The reactants are: O=P(Cl)(Cl)Cl.[CH:6]([C:9]1[NH:19][C:12]2=[CH:13][N:14]=[C:15]([O:17][CH3:18])[CH:16]=[C:11]2[CH:10]=1)([CH3:8])[CH3:7].CN([CH:23]=[O:24])C.